The task is: Predict the reactants needed to synthesize the given product.. This data is from Full USPTO retrosynthesis dataset with 1.9M reactions from patents (1976-2016). Given the product [CH3:1][C:2]1[CH:3]([C:10]2[CH:17]=[CH:16][CH:15]=[CH:14][C:11]=2[CH:12]([OH:13])[C:18]2[CH:23]=[CH:22][CH:21]=[CH:20][CH:19]=2)[C:4]([CH3:9])=[C:5]([CH3:8])[C:6]=1[CH3:7], predict the reactants needed to synthesize it. The reactants are: [CH3:1][C:2]1[CH:3]([C:10]2[CH:17]=[CH:16][CH:15]=[CH:14][C:11]=2[CH:12]=[O:13])[C:4]([CH3:9])=[C:5]([CH3:8])[C:6]=1[CH3:7].[C:18]1([Li])[CH:23]=[CH:22][CH:21]=[CH:20][CH:19]=1.O.C1(C)C=CC=CC=1.